From a dataset of Forward reaction prediction with 1.9M reactions from USPTO patents (1976-2016). Predict the product of the given reaction. (1) Given the reactants [Cl:1][CH2:2][C:3](Cl)=[O:4].[NH2:6][CH:7]1[CH2:12][CH2:11][CH2:10][CH2:9][CH:8]1[CH2:13][C:14]1[NH:15][C:16](=[O:26])[C:17]2[NH:22][N:21]=[C:20]([CH:23]([CH3:25])[CH3:24])[C:18]=2[N:19]=1.N1C=CC=CC=1.Cl, predict the reaction product. The product is: [CH:23]([C:20]1[C:18]2[N:19]=[C:14]([CH2:13][C@@H:8]3[CH2:9][CH2:10][CH2:11][CH2:12][C@H:7]3[NH:6][C:3](=[O:4])[CH2:2][Cl:1])[NH:15][C:16](=[O:26])[C:17]=2[NH:22][N:21]=1)([CH3:25])[CH3:24]. (2) The product is: [O:1]1[C:5]2[CH:6]=[CH:7][C:8]([C:10]3([C:13]([NH:15][C:16]4[CH:17]=[C:18]5[C:22](=[CH:23][C:24]=4[F:25])[N:21]([CH2:32][CH2:31][CH2:30][OH:37])[C:20]([C:26]([CH3:29])([CH3:28])[CH3:27])=[CH:19]5)=[O:14])[CH2:12][CH2:11]3)=[CH:9][C:4]=2[O:3][CH2:2]1. Given the reactants [O:1]1[C:5]2[CH:6]=[CH:7][C:8]([C:10]3([C:13]([NH:15][C:16]4[CH:17]=[C:18]5[C:22](=[CH:23][C:24]=4[F:25])[NH:21][CH:20]([C:26]([CH3:29])([CH3:28])[CH3:27])[CH2:19]5)=[O:14])[CH2:12][CH2:11]3)=[CH:9][C:4]=2[O:3][CH2:2]1.[CH2:30]([O:37]CCC=O)[C:31]1C=CC=C[CH:32]=1.[BH-](OC(C)=O)(OC(C)=O)OC(C)=O.[Na+], predict the reaction product.